From a dataset of Peptide-MHC class I binding affinity with 185,985 pairs from IEDB/IMGT. Regression. Given a peptide amino acid sequence and an MHC pseudo amino acid sequence, predict their binding affinity value. This is MHC class I binding data. (1) The peptide sequence is CTEETKRNI. The MHC is HLA-A68:02 with pseudo-sequence HLA-A68:02. The binding affinity (normalized) is 0.170. (2) The peptide sequence is YTSGPGTRYP. The MHC is Mamu-A01 with pseudo-sequence Mamu-A01. The binding affinity (normalized) is 0.315.